The task is: Regression. Given a peptide amino acid sequence and an MHC pseudo amino acid sequence, predict their binding affinity value. This is MHC class I binding data.. This data is from Peptide-MHC class I binding affinity with 185,985 pairs from IEDB/IMGT. The peptide sequence is VYAYPSGEK. The MHC is HLA-B58:01 with pseudo-sequence HLA-B58:01. The binding affinity (normalized) is 0.0847.